This data is from NCI-60 drug combinations with 297,098 pairs across 59 cell lines. The task is: Regression. Given two drug SMILES strings and cell line genomic features, predict the synergy score measuring deviation from expected non-interaction effect. Drug 1: CCCCC(=O)OCC(=O)C1(CC(C2=C(C1)C(=C3C(=C2O)C(=O)C4=C(C3=O)C=CC=C4OC)O)OC5CC(C(C(O5)C)O)NC(=O)C(F)(F)F)O. Drug 2: C(CCl)NC(=O)N(CCCl)N=O. Cell line: MDA-MB-435. Synergy scores: CSS=31.1, Synergy_ZIP=0.983, Synergy_Bliss=-3.10, Synergy_Loewe=-26.2, Synergy_HSA=-8.42.